From a dataset of Forward reaction prediction with 1.9M reactions from USPTO patents (1976-2016). Predict the product of the given reaction. (1) Given the reactants C([Si](C)(C)[O:6][CH:7]1[CH2:12][CH:11]([C:13]2[CH:18]=[CH:17][C:16]([N+:19]([O-:21])=[O:20])=[CH:15][C:14]=2[F:22])[CH2:10][CH2:9][C:8]1=[O:23])(C)(C)C, predict the reaction product. The product is: [F:22][C:14]1[CH:15]=[C:16]([N+:19]([O-:21])=[O:20])[CH:17]=[CH:18][C:13]=1[CH:11]1[CH2:10][CH2:9][C:8](=[O:23])[CH:7]([OH:6])[CH2:12]1. (2) Given the reactants [F:1][C:2]1([F:45])[CH2:7][C@H:6]([O:8][C:9]2[CH:14]=[CH:13][C:12]([S:15]([N:18](CC3C=CC(OC)=CC=3OC)[C:19]3[CH:24]=[CH:23][N:22]=[CH:21][N:20]=3)(=[O:17])=[O:16])=[C:11]([F:36])[CH:10]=2)[C@@H:5]([C:37]2[CH:38]=[N:39][N:40](COC)[CH:41]=2)[CH2:4][CH2:3]1.C([SiH](CC)CC)C, predict the reaction product. The product is: [F:45][C:2]1([F:1])[CH2:7][C@H:6]([O:8][C:9]2[CH:14]=[CH:13][C:12]([S:15]([NH:18][C:19]3[CH:24]=[CH:23][N:22]=[CH:21][N:20]=3)(=[O:16])=[O:17])=[C:11]([F:36])[CH:10]=2)[C@@H:5]([C:37]2[CH:41]=[N:40][NH:39][CH:38]=2)[CH2:4][CH2:3]1.